This data is from Full USPTO retrosynthesis dataset with 1.9M reactions from patents (1976-2016). The task is: Predict the reactants needed to synthesize the given product. Given the product [S:34]1[CH:38]=[CH:37][C:36]2[C:39]([OH:43])=[CH:40][CH:41]=[CH:42][C:35]1=2, predict the reactants needed to synthesize it. The reactants are: [Br-].[Br-].[Br-].C1([N+](C)(C)C)C=CC=CC=1.C1([N+](C)(C)C)C=CC=CC=1.C1([N+](C)(C)C)C=CC=CC=1.[S:34]1[CH:38]=[CH:37][C:36]2[C:39](=[O:43])[CH2:40][CH2:41][CH2:42][C:35]1=2.